Dataset: Full USPTO retrosynthesis dataset with 1.9M reactions from patents (1976-2016). Task: Predict the reactants needed to synthesize the given product. (1) Given the product [CH3:14][C:12]1[C:11](=[O:15])[O:10][CH2:9][C@H:7]([C:1]2[CH:6]=[CH:5][CH:4]=[CH:3][CH:2]=2)[N:8]=1, predict the reactants needed to synthesize it. The reactants are: [C:1]1([C@@H:7]([CH2:9][OH:10])[NH2:8])[CH:6]=[CH:5][CH:4]=[CH:3][CH:2]=1.[C:11](OCC)(=[O:15])[C:12]([CH3:14])=O. (2) Given the product [Cl:21][C:10]1[C:9]2[C:14](=[CH:15][C:6]([O:5][CH2:4][CH2:3][O:2][CH3:1])=[CH:7][CH:8]=2)[N:13]=[CH:12][C:11]=1[C:16]#[N:17], predict the reactants needed to synthesize it. The reactants are: [CH3:1][O:2][CH2:3][CH2:4][O:5][C:6]1[CH:15]=[C:14]2[C:9]([C:10](=O)[C:11]([C:16]#[N:17])=[CH:12][NH:13]2)=[CH:8][CH:7]=1.S(Cl)([Cl:21])=O. (3) Given the product [F:2][C:3]1[CH:4]=[CH:5][C:6]2[N:15]=[C:14]([N:16]3[CH2:35][CH2:34][NH:33][C@@H:32]([CH2:31][CH2:30][C:27]4[CH:28]=[CH:29][C:24]([O:23][CH3:22])=[CH:25][CH:26]=4)[CH2:37]3)[C:13]3[C:12]4[CH:17]=[CH:18][CH:19]=[CH:20][C:11]=4[S:10][C:9]=3[NH:8][C:7]=2[CH:21]=1, predict the reactants needed to synthesize it. The reactants are: Cl.[F:2][C:3]1[CH:4]=[CH:5][C:6]2[N:15]=[C:14]([NH2:16])[C:13]3[C:12]4[CH:17]=[CH:18][CH:19]=[CH:20][C:11]=4[S:10][C:9]=3[NH:8][C:7]=2[CH:21]=1.[CH3:22][O:23][C:24]1[CH:29]=[CH:28][C:27]([CH2:30][CH2:31][C@H:32]2[CH2:37]N[CH2:35][CH2:34][NH:33]2)=[CH:26][CH:25]=1.C(N(C(C)C)CC)(C)C. (4) Given the product [CH3:12][N:13]([C:20]([N:22]=[C:23]=[S:24])=[O:21])[C:14]1[CH:19]=[CH:18][CH:17]=[CH:16][CH:15]=1.[Cl:25][C:26]1[CH:27]=[C:28]([NH:29][C:23]([NH:22][C:20]([N:13]([CH3:12])[C:14]2[CH:19]=[CH:18][CH:17]=[CH:16][CH:15]=2)=[O:21])=[S:24])[CH:30]=[CH:31][C:32]=1[O:33][C:34]1[C:43]2[C:38](=[CH:39][C:40]([O:46][CH3:47])=[C:41]([O:44][CH3:45])[CH:42]=2)[N:37]=[CH:36][CH:35]=1, predict the reactants needed to synthesize it. The reactants are: CN(C1C=CC=CC=1)C(Cl)=O.[CH3:12][N:13]([C:20]([N:22]=[C:23]=[S:24])=[O:21])[C:14]1[CH:19]=[CH:18][CH:17]=[CH:16][CH:15]=1.[Cl:25][C:26]1[CH:27]=[C:28]([CH:30]=[CH:31][C:32]=1[O:33][C:34]1[C:43]2[C:38](=[CH:39][C:40]([O:46][CH3:47])=[C:41]([O:44][CH3:45])[CH:42]=2)[N:37]=[CH:36][CH:35]=1)[NH2:29].C1(C)C=CC=CC=1. (5) Given the product [CH:11]([C:8]1[N:7]=[CH:6][C:5]2[O:4][CH2:3][CH2:2][O:1][C:10]=2[CH:9]=1)=[CH2:12], predict the reactants needed to synthesize it. The reactants are: [O:1]1[C:10]2[CH:9]=[C:8]([CH:11](O)[CH2:12][Si](C)(C)C)[N:7]=[CH:6][C:5]=2[O:4][CH2:3][CH2:2]1.CC(C)([O-])C.[K+]. (6) Given the product [Cl:14][C:15]1[CH:16]=[C:17]([C:22]2[NH:13][C:12]3[N:11]([N:10]=[CH:9][C:8]=3[C:7]3[N:3]([CH2:1][CH3:2])[N:4]=[CH:5][CH:6]=3)[C:24](=[O:25])[CH:23]=2)[CH:18]=[CH:19][C:20]=1[Cl:21], predict the reactants needed to synthesize it. The reactants are: [CH2:1]([N:3]1[C:7]([C:8]2[CH:9]=[N:10][NH:11][C:12]=2[NH2:13])=[CH:6][CH:5]=[N:4]1)[CH3:2].[Cl:14][C:15]1[CH:16]=[C:17]([C:22](=O)[CH2:23][C:24](OCC)=[O:25])[CH:18]=[CH:19][C:20]=1[Cl:21].CC1C=CC(S(O)(=O)=O)=CC=1.